From a dataset of Rat liver microsome stability data. Regression/Classification. Given a drug SMILES string, predict its absorption, distribution, metabolism, or excretion properties. Task type varies by dataset: regression for continuous measurements (e.g., permeability, clearance, half-life) or binary classification for categorical outcomes (e.g., BBB penetration, CYP inhibition). Dataset: rlm. (1) The molecule is C=C1[C@@H](C)C2[C@H](Cc3ccccc3)NC(=O)[C@@]23C(/C=C/C[C@H](C)C[C@@](C)(O)/C=C/[C@@H]3OC(C)=O)[C@@H]1O. The result is 1 (stable in rat liver microsomes). (2) The molecule is COc1ccc(F)cc1CCC1CCC(CCN)O1. The result is 0 (unstable in rat liver microsomes). (3) The compound is CC#C[C@@H](Cc1nn[nH]n1)c1ccc(OCc2ccc3sc(C)c(-c4ccc(OCCOC)cc4C)c3c2)cc1. The result is 1 (stable in rat liver microsomes). (4) The compound is CCc1nc2cc(Cl)ccn2c1C(=O)NCc1ccc2oc(-c3ccc(F)cc3)nc2c1. The result is 0 (unstable in rat liver microsomes). (5) The compound is NC(=O)C1CCN(c2nc(-c3ccc(F)cc3)cs2)CC1. The result is 1 (stable in rat liver microsomes). (6) The drug is CCP(=O)(OC)c1ccc2oc(-c3ccc(F)cc3F)nc2c1. The result is 0 (unstable in rat liver microsomes).